From a dataset of Forward reaction prediction with 1.9M reactions from USPTO patents (1976-2016). Predict the product of the given reaction. (1) Given the reactants Cl.C[O:3][C:4](=[O:38])[C:5]1[CH:10]=[CH:9][C:8]([O:11][C:12]2[CH:17]=[CH:16][C:15]([CH2:18][C@H:19]([NH2:37])[C:20]3[N:21]([CH2:33][CH2:34][CH2:35][CH3:36])[CH:22]=[C:23]([C:25]4[CH:30]=[CH:29][C:28]([Cl:31])=[CH:27][C:26]=4[Cl:32])[N:24]=3)=[CH:14][CH:13]=2)=[CH:7][CH:6]=1.[F:39][C:40]([F:51])([F:50])[C:41]1[CH:49]=[CH:48][C:44]([C:45]([OH:47])=O)=[CH:43][CH:42]=1, predict the reaction product. The product is: [CH2:33]([N:21]1[CH:22]=[C:23]([C:25]2[CH:30]=[CH:29][C:28]([Cl:31])=[CH:27][C:26]=2[Cl:32])[N:24]=[C:20]1[C@@H:19]([NH:37][C:45](=[O:47])[C:44]1[CH:43]=[CH:42][C:41]([C:40]([F:39])([F:51])[F:50])=[CH:49][CH:48]=1)[CH2:18][C:15]1[CH:16]=[CH:17][C:12]([O:11][C:8]2[CH:9]=[CH:10][C:5]([C:4]([OH:38])=[O:3])=[CH:6][CH:7]=2)=[CH:13][CH:14]=1)[CH2:34][CH2:35][CH3:36]. (2) Given the reactants [Br:1][C:2]1[CH:11]=[CH:10][C:9]([N+:12]([O-])=O)=[CH:8][C:3]=1[C:4]([O:6][CH3:7])=[O:5].[Sn](Cl)Cl.C(OCC)(=O)C.[OH-].[Na+], predict the reaction product. The product is: [NH2:12][C:9]1[CH:10]=[CH:11][C:2]([Br:1])=[C:3]([CH:8]=1)[C:4]([O:6][CH3:7])=[O:5].